Task: Regression/Classification. Given a drug SMILES string, predict its absorption, distribution, metabolism, or excretion properties. Task type varies by dataset: regression for continuous measurements (e.g., permeability, clearance, half-life) or binary classification for categorical outcomes (e.g., BBB penetration, CYP inhibition). Dataset: cyp3a4_veith.. Dataset: CYP3A4 inhibition data for predicting drug metabolism from PubChem BioAssay The drug is CCN1CCN(c2nc3c(c(=O)[nH]c(=O)n3C)n2CCCSc2ncccn2)CC1. The result is 0 (non-inhibitor).